Dataset: Reaction yield outcomes from USPTO patents with 853,638 reactions. Task: Predict the reaction yield, written as a fraction of the theoretical maximum amount of product (1.0 means a 100% yield; for example, 0.34 means a 34% yield). (1) The reactants are [OH:1][C:2]1[CH:13]=[CH:12][C:5]2[N:6]=[C:7]([C:9]([OH:11])=O)[S:8][C:4]=2[CH:3]=1.C(N(CC)CC)C.O.ON1C2C=CC=CC=2N=N1.Cl.CN(C)CCCN=C=NCC.[NH2:44][CH:45]1[CH2:50][CH2:49][N:48]([C:51]([O:53][C:54]([CH3:57])([CH3:56])[CH3:55])=[O:52])[CH2:47][CH2:46]1. The catalyst is CN(C)C=O. The product is [OH:1][C:2]1[CH:13]=[CH:12][C:5]2[N:6]=[C:7]([C:9]([NH:44][CH:45]3[CH2:46][CH2:47][N:48]([C:51]([O:53][C:54]([CH3:57])([CH3:56])[CH3:55])=[O:52])[CH2:49][CH2:50]3)=[O:11])[S:8][C:4]=2[CH:3]=1. The yield is 0.620. (2) The reactants are C([O:4][CH2:5][C:6]1[C:11]([CH3:12])=[C:10]([O:13][CH3:14])[C:9]([O:15][CH2:16][C:17]2[CH:22]=[CH:21][CH:20]=[CH:19][CH:18]=2)=[CH:8][N:7]=1)(=O)C.C[O-].[Na+]. The catalyst is CO. The product is [OH:4][CH2:5][C:6]1[C:11]([CH3:12])=[C:10]([O:13][CH3:14])[C:9]([O:15][CH2:16][C:17]2[CH:22]=[CH:21][CH:20]=[CH:19][CH:18]=2)=[CH:8][N:7]=1. The yield is 0.614.